From a dataset of Full USPTO retrosynthesis dataset with 1.9M reactions from patents (1976-2016). Predict the reactants needed to synthesize the given product. (1) The reactants are: C([Mg]Cl)CCC.[Li]CCCC.Br[C:13]1[CH:14]=[N:15][C:16]2[C:21]([CH:22]=1)=[CH:20][CH:19]=[C:18]([O:23][CH3:24])[CH:17]=2.[F:25][C:26]([F:32])([F:31])[CH2:27][CH2:28][CH:29]=[O:30]. Given the product [F:25][C:26]([F:32])([F:31])[CH2:27][CH2:28][CH:29]([C:13]1[CH:14]=[N:15][C:16]2[C:21]([CH:22]=1)=[CH:20][CH:19]=[C:18]([O:23][CH3:24])[CH:17]=2)[OH:30], predict the reactants needed to synthesize it. (2) Given the product [CH2:24]([CH:2]1[CH2:3][O:4][C:1]1=[O:5])[CH2:23][CH2:22][CH2:21][CH2:20][CH2:19][CH2:18][CH2:17][CH:16]=[CH2:15], predict the reactants needed to synthesize it. The reactants are: [C:1]1(=[O:5])[O:4][CH2:3][CH2:2]1.C([N-]C(C)C)(C)C.[Li+].Br[CH2:15][CH2:16][CH2:17][CH2:18][CH2:19][CH2:20][CH2:21][CH2:22][CH:23]=[CH2:24].[Cl-].[NH4+].